From a dataset of Peptide-MHC class I binding affinity with 185,985 pairs from IEDB/IMGT. Regression. Given a peptide amino acid sequence and an MHC pseudo amino acid sequence, predict their binding affinity value. This is MHC class I binding data. (1) The peptide sequence is DTCLLAISA. The MHC is HLA-A68:02 with pseudo-sequence HLA-A68:02. The binding affinity (normalized) is 0.468. (2) The peptide sequence is FLADYRGKT. The MHC is HLA-A03:01 with pseudo-sequence HLA-A03:01. The binding affinity (normalized) is 0.0847. (3) The peptide sequence is QEQMISCKFNM. The MHC is Mamu-B01 with pseudo-sequence Mamu-B01. The binding affinity (normalized) is 0.